Dataset: Forward reaction prediction with 1.9M reactions from USPTO patents (1976-2016). Task: Predict the product of the given reaction. (1) Given the reactants [Cl:1][C:2]1[C:7]([C:8]#[N:9])=[CH:6][C:5]([F:10])=[C:4](Cl)[N:3]=1.C([O-])(=O)CC(CC([O-])=O)(C([O-])=O)O.[F-:25].[K+], predict the reaction product. The product is: [Cl:1][C:2]1[C:7]([C:8]#[N:9])=[C:6]([F:25])[C:5]([F:10])=[CH:4][N:3]=1. (2) Given the reactants [CH3:1][C:2]1[CH:7]=[CH:6][C:5]([C:8]([O:10][CH3:11])=[O:9])=[CH:4][N:3]=1.[Br:12]N1C(=O)CCC1=O.C(OOC(=O)C1C=CC=CC=1)(=O)C1C=CC=CC=1, predict the reaction product. The product is: [Br:12][CH2:1][C:2]1[CH:7]=[CH:6][C:5]([C:8]([O:10][CH3:11])=[O:9])=[CH:4][N:3]=1. (3) The product is: [CH2:47]([N:49]([CH2:50][CH3:51])[CH2:44][C:16]([CH3:46])([CH3:15])[CH2:17][C:18]1[CH:23]=[C:22]([F:24])[CH:21]=[CH:20][C:19]=1[S:25]([NH:28][C:29]1[C:38]([C:39]([O:41][CH3:42])=[O:40])=[C:37]2[C:32]([C@H:33]3[CH2:43][C@H:34]3[CH2:35][O:36]2)=[CH:31][CH:30]=1)(=[O:26])=[O:27])[CH3:48]. Given the reactants C(O[BH-](OC(=O)C)OC(=O)C)(=O)C.[Na+].[CH3:15][C:16]([CH3:46])([CH:44]=O)[CH2:17][C:18]1[CH:23]=[C:22]([F:24])[CH:21]=[CH:20][C:19]=1[S:25]([NH:28][C:29]1[C:38]([C:39]([O:41][CH3:42])=[O:40])=[C:37]2[C:32]([C@H:33]3[CH2:43][C@H:34]3[CH2:35][O:36]2)=[CH:31][CH:30]=1)(=[O:27])=[O:26].[CH2:47]([NH:49][CH2:50][CH3:51])[CH3:48], predict the reaction product. (4) Given the reactants [NH2:1][CH:2]([C:11]1[C:16]([O:17][CH3:18])=[CH:15][CH:14]=[CH:13][C:12]=1[O:19][CH3:20])[CH2:3][CH:4]([CH3:10])[C:5]([O:7]CC)=O.[S:21]1[C:25]([C:26]2[CH:27]=[C:28]([CH:31]=[CH:32][CH:33]=2)[CH:29]=O)=[CH:24][N:23]=[CH:22]1, predict the reaction product. The product is: [CH3:18][O:17][C:16]1[CH:15]=[CH:14][CH:13]=[C:12]([O:19][CH3:20])[C:11]=1[CH:2]1[N:1]([CH2:29][C:28]2[CH:31]=[CH:32][CH:33]=[C:26]([C:25]3[S:21][CH:22]=[N:23][CH:24]=3)[CH:27]=2)[C:5](=[O:7])[CH:4]([CH3:10])[CH2:3]1.